Dataset: Reaction yield outcomes from USPTO patents with 853,638 reactions. Task: Predict the reaction yield, written as a fraction of the theoretical maximum amount of product (1.0 means a 100% yield; for example, 0.34 means a 34% yield). (1) The reactants are Br[C:2]1[C:6]2[O:7][C:8]([N:12]3[CH2:17][CH2:16][S:15][CH2:14][CH2:13]3)=[CH:9][C:10](=[O:11])[C:5]=2[S:4][CH:3]=1.[C:18]1(B(O)O)[CH:23]=[CH:22][CH:21]=[CH:20][CH:19]=1.[C:27]([O-:30])([O-])=[O:28].[Na+].[Na+].[C:33]1(C)C=CC=C[CH:34]=1. The catalyst is CCO. The product is [CH2:33]([O:30][C:27]([C:18]1[CH:23]=[CH:22][C:21]([C:3]2[S:4][C:5]3[C:10](=[O:11])[CH:9]=[C:8]([N:12]4[CH2:17][CH2:16][S:15][CH2:14][CH2:13]4)[O:7][C:6]=3[CH:2]=2)=[CH:20][CH:19]=1)=[O:28])[CH3:34]. The yield is 0.200. (2) The reactants are [C:1]([O:5][C:6]([N:8]1[CH2:13][CH2:12][CH:11]([NH:14][C:15]2[CH:20]=[CH:19][CH:18]=[CH:17][C:16]=2[OH:21])[CH2:10][CH2:9]1)=[O:7])([CH3:4])([CH3:3])[CH3:2].Br[CH2:23][C:24]([O:26][CH3:27])=[O:25].C(=O)([O-])[O-].[K+].[K+].O. The catalyst is CN(C)C=O. The product is [C:1]([O:5][C:6]([N:8]1[CH2:13][CH2:12][CH:11]([NH:14][C:15]2[CH:20]=[CH:19][CH:18]=[CH:17][C:16]=2[O:21][CH2:23][C:24]([O:26][CH3:27])=[O:25])[CH2:10][CH2:9]1)=[O:7])([CH3:4])([CH3:2])[CH3:3]. The yield is 0.830. (3) The reactants are [B:1]([C:4]1[CH:5]=[C:6]([CH:10]=[CH:11][CH:12]=1)[C:7]([OH:9])=O)([OH:3])[OH:2].CCN=C=NCCCN(C)C.[NH2:24][CH2:25][CH2:26][CH2:27][CH2:28][NH:29][C:30](=[O:56])[CH2:31][C@@H:32]1[N:38]=[C:37]([C:39]2[CH:44]=[CH:43][C:42]([Cl:45])=[CH:41][CH:40]=2)[C:36]2[CH:46]=[C:47]([O:50][CH3:51])[CH:48]=[CH:49][C:35]=2[N:34]2[C:52]([CH3:55])=[N:53][N:54]=[C:33]12. The catalyst is C(Cl)Cl.CN(C1C=CN=CC=1)C. The product is [Cl:45][C:42]1[CH:43]=[CH:44][C:39]([C:37]2[C:36]3[CH:46]=[C:47]([O:50][CH3:51])[CH:48]=[CH:49][C:35]=3[N:34]3[C:52]([CH3:55])=[N:53][N:54]=[C:33]3[C@H:32]([CH2:31][C:30]([NH:29][CH2:28][CH2:27][CH2:26][CH2:25][NH:24][C:7]([C:6]3[CH:5]=[C:4]([B:1]([OH:2])[OH:3])[CH:12]=[CH:11][CH:10]=3)=[O:9])=[O:56])[N:38]=2)=[CH:40][CH:41]=1. The yield is 0.153. (4) The reactants are C1(P(C2C=CC=CC=2)C2C=CC=CC=2)C=CC=CC=1.CC(OC(/N=N/C(OC(C)C)=O)=O)C.[N:34]1[CH:39]=[CH:38][C:37]([C:40]2[C:44]3[C:45](=[O:49])[NH:46][CH:47]=[CH:48][C:43]=3[O:42][CH:41]=2)=[CH:36][CH:35]=1.[N:50]1[C:59]2[C:54](=[CH:55][CH:56]=[CH:57][CH:58]=2)[CH:53]=[CH:52][C:51]=1[CH2:60][CH2:61]O.Cl. The catalyst is C1COCC1.CC(=O)OCC. The product is [N:34]1[CH:35]=[CH:36][C:37]([C:40]2[C:44]3[C:45](=[O:49])[N:46]([CH2:61][CH2:60][C:51]4[CH:52]=[CH:53][C:54]5[C:59](=[CH:58][CH:57]=[CH:56][CH:55]=5)[N:50]=4)[CH:47]=[CH:48][C:43]=3[O:42][CH:41]=2)=[CH:38][CH:39]=1. The yield is 0.363. (5) The reactants are [CH2:1]([N:3]([CH2:19][CH3:20])[CH2:4][CH2:5][N:6]1[CH2:11][CH2:10][C:9]2[NH:12][C:13]([CH:16]=O)=[C:14]([CH3:15])[C:8]=2[C:7]1=[O:18])[CH3:2].[Cl:21][C:22]1[C:23]([F:38])=[C:24]([C:28]2[CH:36]=[CH:35][CH:34]=[C:33]3[C:29]=2[CH2:30][C:31](=[O:37])[NH:32]3)[CH:25]=[CH:26][CH:27]=1. No catalyst specified. The product is [Cl:21][C:22]1[C:23]([F:38])=[C:24]([C:28]2[CH:36]=[CH:35][CH:34]=[C:33]3[C:29]=2[C:30](=[CH:16][C:13]2[NH:12][C:9]4[CH2:10][CH2:11][N:6]([CH2:5][CH2:4][N:3]([CH2:19][CH3:20])[CH2:1][CH3:2])[C:7](=[O:18])[C:8]=4[C:14]=2[CH3:15])[C:31](=[O:37])[NH:32]3)[CH:25]=[CH:26][CH:27]=1. The yield is 0.300. (6) The reactants are [C:1]1([C:7]2[NH:19][C:10]3=[C:11]4[C:16](=[CH:17][CH:18]=[C:9]3[CH:8]=2)[CH:15]=[N:14][CH:13]=[CH:12]4)[CH:6]=[CH:5][CH:4]=[CH:3][CH:2]=1.[Cl-].[Al+3].[Cl-].[Cl-].Cl[CH:25]([O:27]C)Cl.O. The catalyst is C(Cl)Cl.[N+](C)([O-])=O. The product is [C:1]1([C:7]2[NH:19][C:10]3=[C:11]4[C:16](=[CH:17][CH:18]=[C:9]3[C:8]=2[CH:25]=[O:27])[CH:15]=[N:14][CH:13]=[CH:12]4)[CH:2]=[CH:3][CH:4]=[CH:5][CH:6]=1. The yield is 0.510. (7) The reactants are BrC1C=CC(S(OCC[CH:14]2[CH:21]3[CH2:22][CH:17]4[CH2:18][CH:19]([CH2:23][CH:15]2[CH2:16]4)[CH2:20]3)(=O)=O)=CC=1.[I-:24].[Na+].C[C:27]([CH3:29])=O. No catalyst specified. The product is [C:19]12([CH2:29][CH2:27][I:24])[CH2:18][CH:17]3[CH2:22][CH:21]([CH2:14][CH:15]([CH2:16]3)[CH2:23]1)[CH2:20]2. The yield is 0.750.